From a dataset of Full USPTO retrosynthesis dataset with 1.9M reactions from patents (1976-2016). Predict the reactants needed to synthesize the given product. Given the product [CH3:1][O:2][C:3]1[CH:8]=[CH:7][N:6]([C:10]([O:12][C:13]2[CH:18]=[CH:17][CH:16]=[CH:15][CH:14]=2)=[O:11])[CH:5]([CH3:19])[CH:4]=1, predict the reactants needed to synthesize it. The reactants are: [CH3:1][O:2][C:3]1[CH:8]=[CH:7][N:6]=[CH:5][CH:4]=1.Cl[C:10]([O:12][C:13]1[CH:18]=[CH:17][CH:16]=[CH:15][CH:14]=1)=[O:11].[CH3:19][Mg]Br.